Dataset: Reaction yield outcomes from USPTO patents with 853,638 reactions. Task: Predict the reaction yield, written as a fraction of the theoretical maximum amount of product (1.0 means a 100% yield; for example, 0.34 means a 34% yield). The reactants are [CH:1]1([C@H:4]2[C@H:13]([CH3:14])[C@@H:12]([NH:15][C:16]3[CH:21]=[N:20][C:19]([CH3:22])=[CH:18][N:17]=3)[C:11]3[C:6](=[CH:7][CH:8]=[C:9]([C:23]4[CH2:24][CH2:25][O:26][CH2:27][CH:28]=4)[CH:10]=3)[N:5]2[C:29](=[O:31])[CH3:30])[CH2:3][CH2:2]1. The catalyst is C(O)C.[Pd]. The product is [CH:1]1([C@H:4]2[C@H:13]([CH3:14])[C@@H:12]([NH:15][C:16]3[CH:21]=[N:20][C:19]([CH3:22])=[CH:18][N:17]=3)[C:11]3[C:6](=[CH:7][CH:8]=[C:9]([CH:23]4[CH2:24][CH2:25][O:26][CH2:27][CH2:28]4)[CH:10]=3)[N:5]2[C:29](=[O:31])[CH3:30])[CH2:2][CH2:3]1. The yield is 0.110.